This data is from Full USPTO retrosynthesis dataset with 1.9M reactions from patents (1976-2016). The task is: Predict the reactants needed to synthesize the given product. (1) Given the product [Br:12][C:13]1[CH:14]=[CH:15][C:16]([O:8][CH:5]2[CH2:6][CH2:7][C:2]([F:9])([F:1])[CH2:3][CH2:4]2)=[C:17]([CH:20]=1)[C:18]#[N:19], predict the reactants needed to synthesize it. The reactants are: [F:1][C:2]1([F:9])[CH2:7][CH2:6][CH:5]([OH:8])[CH2:4][CH2:3]1.[H-].[Na+].[Br:12][C:13]1[CH:14]=[CH:15][C:16](F)=[C:17]([CH:20]=1)[C:18]#[N:19]. (2) Given the product [Cl:41][C:32]1[N:10]2[C:11]([C:13]3[CH:14]=[N:15][N:16]([C:18]4([CH2:29][C:30]#[N:31])[CH2:21][N:20]([S:22]([C:25]([F:28])([F:26])[F:27])(=[O:24])=[O:23])[CH2:19]4)[CH:17]=3)=[N:12][C:7]([C:5]3[CH:4]=[N:3][N:2]([CH3:1])[CH:6]=3)=[CH:8][C:9]2=[N:34][CH:33]=1, predict the reactants needed to synthesize it. The reactants are: [CH3:1][N:2]1[CH:6]=[C:5]([C:7]2[N:12]=[C:11]([C:13]3[CH:14]=[N:15][N:16]([C:18]4([CH2:29][C:30]#[N:31])[CH2:21][N:20]([S:22]([C:25]([F:28])([F:27])[F:26])(=[O:24])=[O:23])[CH2:19]4)[CH:17]=3)[N:10]3[CH:32]=[CH:33][N:34]=[C:9]3[CH:8]=2)[CH:4]=[N:3]1.C([O-])(O)=O.[Na+].C(Cl)[Cl:41]. (3) Given the product [F:24][C:25]1[CH:33]=[C:32]2[C:28]([C:29]([C:41]3[CH:42]=[C:43]4[NH:49][C:48](=[O:50])[CH2:47][C:44]4=[N:45][CH:46]=3)=[CH:30][NH:31]2)=[CH:27][CH:26]=1, predict the reactants needed to synthesize it. The reactants are: FC1C=C2C(C(C3C=CC(N4CCC(N)CC4)=NC=3)=CN2)=CC=1.[F:24][C:25]1[CH:33]=[C:32]2[C:28]([C:29]([C:41]3[CH:42]=[C:43]4[NH:49][C:48](=[O:50])[CH2:47][C:44]4=[N:45][CH:46]=3)=[CH:30][N:31]2C(OC(C)(C)C)=O)=[CH:27][CH:26]=1. (4) Given the product [Si:19]([O:18][CH2:17][CH2:16][N:12]1[CH:13]=[C:9]([B:4]2[O:5][C:6]([CH3:7])([CH3:8])[C:2]([CH3:14])([CH3:1])[O:3]2)[CH:10]=[N:11]1)([C:22]([CH3:25])([CH3:24])[CH3:23])([CH3:21])[CH3:20], predict the reactants needed to synthesize it. The reactants are: [CH3:1][C:2]1([CH3:14])[C:6]([CH3:8])([CH3:7])[O:5][B:4]([C:9]2[CH:10]=[N:11][NH:12][CH:13]=2)[O:3]1.Br[CH2:16][CH2:17][O:18][Si:19]([C:22]([CH3:25])([CH3:24])[CH3:23])([CH3:21])[CH3:20].C([O-])([O-])=O.[K+].[K+].[Na+].[I-]. (5) Given the product [CH3:37][O:36][C:34]([C:33]1[C:3]([OH:2])=[C:5]2[C:6](=[CH:21][N:22]=1)[N:7]([C@@H:13]([C:15]1[CH:16]=[CH:17][CH:18]=[CH:19][CH:20]=1)[CH3:14])[C:8](=[O:12])[C:9]([Br:11])=[CH:10]2)=[O:35], predict the reactants needed to synthesize it. The reactants are: C[O:2][C:3]([C:5]1[CH:10]=[C:9]([Br:11])[C:8](=[O:12])[N:7]([C@@H:13]([C:15]2[CH:20]=[CH:19][CH:18]=[CH:17][CH:16]=2)[CH3:14])[C:6]=1[CH2:21][N:22]([CH2:33][C:34]([O:36][CH3:37])=[O:35])S(C1C=CC(C)=CC=1)(=O)=O)=O.C[O-].[Na+].Cl. (6) Given the product [ClH:24].[CH2:1]([O:8][C:9]1[CH:23]=[CH:22][C:12]([O:13][CH:14]2[CH:19]3[CH2:20][CH2:21][N:16]([CH2:17][CH2:18]3)[CH2:15]2)=[CH:11][CH:10]=1)[C:2]1[CH:3]=[CH:4][CH:5]=[CH:6][CH:7]=1, predict the reactants needed to synthesize it. The reactants are: [CH2:1]([O:8][C:9]1[CH:23]=[CH:22][C:12]([O:13][CH:14]2[CH:19]3[CH2:20][CH2:21][N:16]([CH2:17][CH2:18]3)[CH2:15]2)=[CH:11][CH:10]=1)[C:2]1[CH:7]=[CH:6][CH:5]=[CH:4][CH:3]=1.[ClH:24].O1CCOCC1. (7) Given the product [I:14][C:11]1[CH:12]=[CH:13][C:8]([C:7]([NH:6][NH2:5])=[O:15])=[CH:9][CH:10]=1, predict the reactants needed to synthesize it. The reactants are: CC(C)(C)C([NH:5][NH:6][C:7](=[O:15])[C:8]1[CH:13]=[CH:12][C:11]([I:14])=[CH:10][CH:9]=1)=O.